This data is from Experimentally validated miRNA-target interactions with 360,000+ pairs, plus equal number of negative samples. The task is: Binary Classification. Given a miRNA mature sequence and a target amino acid sequence, predict their likelihood of interaction. (1) The miRNA is hsa-miR-212-5p with sequence ACCUUGGCUCUAGACUGCUUACU. The protein sequence of the target gene is MAGGGSDLSTRGLNGGVSQVANEMNHLPAHSQSLQRLFTEDQDVDEGLVYDTVFKHFKRHKLEISNAIKKTFPFLEGLRDRELITNKMFEDSEDSCRNLVPVQRVVYNVLSELEKTFNLSVLEALFSEVNMQEYPDLIHIYKSFKNAIQDKLSFQESDRKEREERPDIKLSLKQGEVPESPEARKESDQACGKMDTVDIANNSTLGKPKRKRRKKKGHGWSRMGTRTQKNNQQNDNSKADGQLVSSEKKANMNLKDLSKIRGRKRGKPGTHFTQSDRAPQKRVRSRASRKHKDETVDFQA.... Result: 1 (interaction). (2) The miRNA is rno-let-7e-5p with sequence UGAGGUAGGAGGUUGUAUAGUU. The protein sequence of the target gene is MNRIRIHVLPTNRGRITPVPRSQEPLSCSFTHRPCSQPRLEGQEFCIKHILEDKNAPFKQCSYVSTKNGKRCPSAAPKPEKKDGVSFCAEHARRNALALHAQMKKSNPGPMGETLLCQLSSYAKTELGSQTPESSRSEASRILDEDSWSDGDQEPITVDQTWRGDPDSEADSIDSDQEDPLKHAGVYTAEEVALIMREKLIRLQSLYIDQFKRLQHLLKEKKRRYLHNRKVEHEALGSSLLTGPEGLLAKERENLKRLKCLRRYRQRYGVEALLHRQLKERRMLATDGAAQQAHTTRSSQ.... Result: 0 (no interaction). (3) The miRNA is hsa-miR-6821-3p with sequence UGACCUCUCCGCUCCGCACAG. The protein sequence of the target gene is MEAETKTLPLENASILSEGSLQEGHRLWIGNLDPKITEYHLLKLLQKFGKVKQFDFLFHKSGALEGQPRGYCFVNFETKQEAEQAIQCLNGKLALSKKLVVRWAHAQVKRYDHNKNDKILPISLEPSSSTEPTQSNLSVTAKIKAIEAKLKMMAENPDAEYPAAPVYSYFKPPDKKRTTPYSRTAWKSRR. Result: 0 (no interaction).